Dataset: hERG channel blocking data for cardiac toxicity assessment. Task: Regression/Classification. Given a drug SMILES string, predict its toxicity properties. Task type varies by dataset: regression for continuous values (e.g., LD50, hERG inhibition percentage) or binary classification for toxic/non-toxic outcomes (e.g., AMES mutagenicity, cardiotoxicity, hepatotoxicity). Dataset: herg. (1) The drug is COc1ccc(CN2CCC(NC(=O)c3cc(=O)c4ccc(F)cc4o3)CC2)cc1F. The result is 1 (blocker). (2) The compound is CC(=O)c1ccc(CN2CCC(NC(=O)c3cc(=O)c4ccc(F)cc4o3)CC2)cc1. The result is 1 (blocker).